This data is from Peptide-MHC class I binding affinity with 185,985 pairs from IEDB/IMGT. The task is: Regression. Given a peptide amino acid sequence and an MHC pseudo amino acid sequence, predict their binding affinity value. This is MHC class I binding data. The MHC is HLA-A33:01 with pseudo-sequence HLA-A33:01. The peptide sequence is PPIPVGDIY. The binding affinity (normalized) is 0.